From a dataset of Catalyst prediction with 721,799 reactions and 888 catalyst types from USPTO. Predict which catalyst facilitates the given reaction. (1) The catalyst class is: 8. Reactant: [ClH:1].[F:2][C:3]1[CH:4]=[C:5]([O:9][CH:10]2[CH2:15][CH2:14][N:13](C(OC(C)(C)C)=O)[CH2:12][CH2:11]2)[CH:6]=[N:7][CH:8]=1. Product: [ClH:1].[F:2][C:3]1[CH:8]=[N:7][CH:6]=[C:5]([O:9][CH:10]2[CH2:15][CH2:14][NH:13][CH2:12][CH2:11]2)[CH:4]=1. (2) Reactant: [N:1]([CH2:4][C@H:5]([N:15]([CH3:23])[C:16](=[O:22])[O:17][C:18]([CH3:21])([CH3:20])[CH3:19])[CH2:6][O:7]CC1C=CC=CC=1)=[N+]=[N-].[H][H].[C:26](Cl)([O:28][CH2:29][C:30]1[CH:35]=[CH:34][CH:33]=[CH:32][CH:31]=1)=[O:27].CCN(C(C)C)C(C)C. Product: [CH2:29]([O:28][C:26]([NH:1][CH2:4][C@H:5]([N:15]([CH3:23])[C:16](=[O:22])[O:17][C:18]([CH3:19])([CH3:20])[CH3:21])[CH2:6][OH:7])=[O:27])[C:30]1[CH:35]=[CH:34][CH:33]=[CH:32][CH:31]=1. The catalyst class is: 19. (3) Reactant: [C:1]([O:5][C:6]1[CH:11]=[N:10][CH:9]=[C:8]([CH:12]=[CH2:13])[N:7]=1)([CH3:4])([CH3:3])[CH3:2].[F:14][C:15]1[CH:28]=[CH:27][CH:26]=[CH:25][C:16]=1[O:17][CH2:18][CH:19]1[CH2:24][CH2:23][NH:22][CH2:21][CH2:20]1. Product: [C:1]([O:5][C:6]1[CH:11]=[N:10][CH:9]=[C:8]([CH2:12][CH2:13][N:22]2[CH2:21][CH2:20][CH:19]([CH2:18][O:17][C:16]3[CH:25]=[CH:26][CH:27]=[CH:28][C:15]=3[F:14])[CH2:24][CH2:23]2)[N:7]=1)([CH3:4])([CH3:3])[CH3:2]. The catalyst class is: 8. (4) Reactant: [CH3:1][O:2][C:3]1[CH:8]=[CH:7][C:6]([S:9]([NH:12][C:13]2[CH:14]=[C:15](/[C:19](/[C:24]3[CH:29]=[CH:28][CH:27]=[CH:26][CH:25]=3)=[CH:20]\[C:21](O)=[O:22])[CH:16]=[CH:17][CH:18]=2)(=[O:11])=[O:10])=[CH:5][CH:4]=1.[OH:30][N:31]1C2C=CC=CC=2N=N1.Cl.C(N=C=NCCCN(C)C)C.CN1CCOCC1.CC([Si](ON)(C)C)(C)C. Product: [CH3:1][O:2][C:3]1[CH:8]=[CH:7][C:6]([S:9]([NH:12][C:13]2[CH:14]=[C:15](/[C:19](/[C:24]3[CH:29]=[CH:28][CH:27]=[CH:26][CH:25]=3)=[CH:20]\[C:21]([NH:31][OH:30])=[O:22])[CH:16]=[CH:17][CH:18]=2)(=[O:11])=[O:10])=[CH:5][CH:4]=1. The catalyst class is: 288. (5) Reactant: Br[C:2]1[CH:3]=[C:4]([N+:14]([O-:16])=[O:15])[C:5]([O:12][CH3:13])=[C:6]([C:8]([CH3:11])([CH3:10])[CH3:9])[CH:7]=1.[CH3:17][O:18][C:19]1[C:24](B(O)O)=[CH:23][CH:22]=[CH:21][N:20]=1.C([O-])([O-])=O.[Na+].[Na+]. Product: [C:8]([C:6]1[CH:7]=[C:2]([C:24]2[C:19]([O:18][CH3:17])=[N:20][CH:21]=[CH:22][CH:23]=2)[CH:3]=[C:4]([N+:14]([O-:16])=[O:15])[C:5]=1[O:12][CH3:13])([CH3:11])([CH3:10])[CH3:9]. The catalyst class is: 61. (6) Reactant: [CH3:1][O:2][C:3]([C:5]1[C:10]([O:11][C:12](=[O:19])[C:13]2[CH:18]=[CH:17][CH:16]=[CH:15][CH:14]=2)=[C:9]([O:20][C:21](=[O:28])[C:22]2[CH:27]=[CH:26][CH:25]=[CH:24][CH:23]=2)[N:8]=[C:7]([CH2:29][C:30]2[CH:35]=[CH:34][CH:33]=[CH:32][CH:31]=2)[N:6]=1)=[O:4].[Br:36]N1C(=O)CCC1=O.C(OOC(=O)C1C=CC=CC=1)(=O)C1C=CC=CC=1. Product: [CH3:1][O:2][C:3]([C:5]1[C:10]([O:11][C:12](=[O:19])[C:13]2[CH:14]=[CH:15][CH:16]=[CH:17][CH:18]=2)=[C:9]([O:20][C:21](=[O:28])[C:22]2[CH:23]=[CH:24][CH:25]=[CH:26][CH:27]=2)[N:8]=[C:7]([CH:29]([Br:36])[C:30]2[CH:35]=[CH:34][CH:33]=[CH:32][CH:31]=2)[N:6]=1)=[O:4]. The catalyst class is: 53. (7) Reactant: [CH3:1][C:2]1[CH:10]=[CH:9][C:5]([C:6]([NH2:8])=[O:7])=[CH:4][N:3]=1.[Br:11][CH2:12][C:13]([OH:15])=[O:14]. Product: [Br-:11].[C:6]([C:5]1[CH:9]=[CH:10][C:2]([CH3:1])=[N+:3]([CH2:12][C:13]([OH:15])=[O:14])[CH:4]=1)(=[O:7])[NH2:8]. The catalyst class is: 3.